From a dataset of Forward reaction prediction with 1.9M reactions from USPTO patents (1976-2016). Predict the product of the given reaction. (1) Given the reactants [NH2:1][C:2]1[CH:3]=[C:4]([CH:7]=[CH:8][C:9]=1[OH:10])[C:5]#[N:6].CO[C:13](OC)(OC)[CH2:14][C:15]#[N:16], predict the reaction product. The product is: [C:15]([CH2:14][C:13]1[O:10][C:9]2[CH:8]=[CH:7][C:4]([C:5]#[N:6])=[CH:3][C:2]=2[N:1]=1)#[N:16]. (2) Given the reactants [CH2:1]([C@@H:5]1[NH:25][C:24](=[O:26])[O:23][CH2:22][CH2:21][CH2:20][CH:19]=[CH:18][C:17]2[CH:27]=[C:13]([CH:14]=[CH:15][CH:16]=2)[CH2:12][O:11][C@H:10]2[CH2:28][N:7]([C@H:8]([C:29]([O:31]C)=[O:30])[CH2:9]2)[C:6]1=[O:33])[CH2:2][CH2:3][CH3:4].[Li+].[OH-].Cl, predict the reaction product. The product is: [CH2:1]([C@@H:5]1[NH:25][C:24](=[O:26])[O:23][CH2:22][CH2:21][CH2:20][CH:19]=[CH:18][C:17]2[CH:27]=[C:13]([CH:14]=[CH:15][CH:16]=2)[CH2:12][O:11][C@H:10]2[CH2:28][N:7]([C@H:8]([C:29]([OH:31])=[O:30])[CH2:9]2)[C:6]1=[O:33])[CH2:2][CH2:3][CH3:4]. (3) Given the reactants [CH2:1]([N:8]1[CH2:12][CH2:11][CH:10]([C:13]2[CH:14]=[C:15]3[C:19](=[CH:20][CH:21]=2)[NH:18][C:17]([C:22]([OH:24])=O)=[CH:16]3)[CH2:9]1)[C:2]1[CH:7]=[CH:6][CH:5]=[CH:4][CH:3]=1.[NH2:25][C:26]1[CH:27]=[N:28][CH:29]=[C:30]([F:32])[CH:31]=1, predict the reaction product. The product is: [F:32][C:30]1[CH:31]=[C:26]([NH:25][C:22]([C:17]2[NH:18][C:19]3[C:15]([CH:16]=2)=[CH:14][C:13]([CH:10]2[CH2:11][CH2:12][N:8]([CH2:1][C:2]4[CH:3]=[CH:4][CH:5]=[CH:6][CH:7]=4)[CH2:9]2)=[CH:21][CH:20]=3)=[O:24])[CH:27]=[N:28][CH:29]=1. (4) Given the reactants [F:1][C:2]([F:14])([F:13])[CH2:3][O:4][CH2:5][C:6]1[N:11]=[C:10]([NH2:12])[CH:9]=[CH:8][CH:7]=1.[Cl:15][C:16]1[CH:21]=[C:20]([Cl:22])[C:19]([CH3:23])=[CH:18][C:17]=1[S:24](Cl)(=[O:26])=[O:25], predict the reaction product. The product is: [Cl:15][C:16]1[CH:21]=[C:20]([Cl:22])[C:19]([CH3:23])=[CH:18][C:17]=1[S:24]([NH:12][C:10]1[CH:9]=[CH:8][CH:7]=[C:6]([CH2:5][O:4][CH2:3][C:2]([F:1])([F:13])[F:14])[N:11]=1)(=[O:26])=[O:25]. (5) Given the reactants [CH3:1][CH:2]([CH3:28])[CH2:3][CH:4]([NH:8][C:9](=[O:27])[CH:10]([NH:18][C:19]([C:21]1[CH:26]=[N:25][CH:24]=[CH:23][N:22]=1)=[O:20])[CH2:11][C:12]1[CH:17]=[CH:16][CH:15]=[CH:14][CH:13]=1)[C:5]([OH:7])=O.CN1CCOCC1.ClC(OCC(C)C)=O.Cl.[CH3:45][NH:46][NH:47][CH3:48], predict the reaction product. The product is: [CH2:11]([CH:10]([NH:18][C:19]([C:21]1[CH:26]=[N:25][CH:24]=[CH:23][N:22]=1)=[O:20])[C:9]([NH:8][CH:4]([C:5]([N:46]([CH3:45])[NH:47][CH3:48])=[O:7])[CH2:3][CH:2]([CH3:28])[CH3:1])=[O:27])[C:12]1[CH:17]=[CH:16][CH:15]=[CH:14][CH:13]=1. (6) The product is: [CH3:20][C:12]1[C:13]2[O:17][CH2:16][O:15][C:14]=2[CH:18]=[CH:19][C:11]=1[C:9](=[O:10])[CH2:5][C:4]([O:3][CH2:2][CH3:1])=[O:21]. Given the reactants [CH3:1][C:2]1(C)OC(=O)[CH:5]([C:9]([C:11]2[CH:19]=[CH:18][C:14]3[O:15][CH2:16][O:17][C:13]=3[C:12]=2[CH3:20])=[O:10])[C:4](=[O:21])[O:3]1, predict the reaction product. (7) The product is: [CH3:20][N:21]([CH3:25])[CH2:22][CH2:23][NH:24][S:16]([CH:13]1[CH2:14][CH2:15][N:11]([C:9]([O:8][CH2:1][C:2]2[CH:7]=[CH:6][CH:5]=[CH:4][CH:3]=2)=[O:10])[CH2:12]1)(=[O:18])=[O:17]. Given the reactants [CH2:1]([O:8][C:9]([N:11]1[CH2:15][CH2:14][CH:13]([S:16](Cl)(=[O:18])=[O:17])[CH2:12]1)=[O:10])[C:2]1[CH:7]=[CH:6][CH:5]=[CH:4][CH:3]=1.[CH3:20][N:21]([CH3:25])[CH2:22][CH2:23][NH2:24].O, predict the reaction product. (8) The product is: [C:18]([O:17][C:15](=[O:16])[NH:14][C@H:11]([CH3:12])[CH2:10][CH2:9][OH:8])([CH3:21])([CH3:19])[CH3:20]. Given the reactants C([O:8][C:9](=O)[CH2:10][C@H:11]([NH:14][C:15]([O:17][C:18]([CH3:21])([CH3:20])[CH3:19])=[O:16])[CH2:12]I)C1C=CC=CC=1.[BH4-].[Li+].C1COCC1, predict the reaction product. (9) The product is: [C:4]1([CH:7]=[CH:8][C:9]([C:11]2[CH:12]=[CH:13][CH:14]=[CH:15][CH:16]=2)=[O:10])[CH:3]=[CH:2][CH:1]=[CH:6][CH:5]=1. Given the reactants [CH:1]1[CH:2]=[CH:3][C:4]([CH2:7][CH2:8][C:9]([C:11]2[CH:12]=[CH:13][CH:14]=[CH:15][C:16]=2O)=[O:10])=[CH:5][CH:6]=1, predict the reaction product.